Dataset: Forward reaction prediction with 1.9M reactions from USPTO patents (1976-2016). Task: Predict the product of the given reaction. (1) The product is: [C:1]([O:5][C:6]([N:8]1[CH2:13][CH2:12][N:11]2[CH:14]=[C:15]([C:17]([N:24]([O:23][CH3:22])[CH3:25])=[O:19])[N:16]=[C:10]2[CH2:9]1)=[O:7])([CH3:2])([CH3:3])[CH3:4]. Given the reactants [C:1]([O:5][C:6]([N:8]1[CH2:13][CH2:12][N:11]2[CH:14]=[C:15]([C:17]([O:19]CC)=O)[N:16]=[C:10]2[CH2:9]1)=[O:7])([CH3:4])([CH3:3])[CH3:2].[CH3:22][O:23][NH:24][CH3:25].C[Al](C)C, predict the reaction product. (2) Given the reactants Cl.[NH2:2][C@@H:3]1[CH2:8][CH2:7][C@H:6]([NH:9][C:10]([C:12]2[C:16]3=[N:17][CH:18]=[CH:19][C:20]([C:21]4[CH:26]=[C:25]([CH3:27])[CH:24]=[CH:23][C:22]=4[O:28][CH2:29][CH:30]4[CH2:32][CH2:31]4)=[C:15]3[NH:14][C:13]=2[CH3:33])=[O:11])[CH2:5][CH2:4]1.C([O:37][C@@H:38]([CH3:42])[C:39](Cl)=[O:40])(=O)C, predict the reaction product. The product is: [CH:30]1([CH2:29][O:28][C:22]2[CH:23]=[CH:24][C:25]([CH3:27])=[CH:26][C:21]=2[C:20]2[CH:19]=[CH:18][N:17]=[C:16]3[C:12]([C:10]([NH:9][C@H:6]4[CH2:7][CH2:8][C@@H:3]([NH:2][C:39](=[O:40])[C@@H:38]([OH:37])[CH3:42])[CH2:4][CH2:5]4)=[O:11])=[C:13]([CH3:33])[NH:14][C:15]=23)[CH2:31][CH2:32]1. (3) Given the reactants [N+:1]([C:4]1[CH:5]=[CH:6][CH:7]=[C:8]2[C:13]=1[C:12](=[O:14])[N:11]([C:15]1[CH:20]=[CH:19][CH:18]=[C:17]([C:21]([F:24])([F:23])[F:22])[CH:16]=1)[CH2:10][CH2:9]2)([O-])=O.[H][H], predict the reaction product. The product is: [NH2:1][C:4]1[CH:5]=[CH:6][CH:7]=[C:8]2[C:13]=1[C:12](=[O:14])[N:11]([C:15]1[CH:20]=[CH:19][CH:18]=[C:17]([C:21]([F:24])([F:22])[F:23])[CH:16]=1)[CH2:10][CH2:9]2. (4) The product is: [C:1]([O:5][C:6]([N:8]([CH3:24])[CH2:9][CH2:10][CH:11]([OH:16])[C:12]([O:14][CH3:15])=[O:13])=[O:7])([CH3:3])([CH3:2])[CH3:4]. Given the reactants [C:1]([O:5][C:6]([N:8]([CH3:24])[CH2:9][CH2:10][CH:11]([O:16][Si](C(C)(C)C)(C)C)[C:12]([O:14][CH3:15])=[O:13])=[O:7])([CH3:4])([CH3:3])[CH3:2].CCCC[N+](CCCC)(CCCC)CCCC.[F-], predict the reaction product. (5) The product is: [CH2:1]([O:3][C:4]([C:6]1[N:7]=[C:8]([CH2:12][CH3:13])[S:9][C:10]=1[S:21][C:16]1[CH:17]=[CH:18][CH:19]=[CH:20][C:15]=1[NH2:14])=[O:5])[CH3:2]. Given the reactants [CH2:1]([O:3][C:4]([C:6]1[N:7]=[C:8]([CH2:12][CH3:13])[S:9][C:10]=1Br)=[O:5])[CH3:2].[NH2:14][C:15]1[CH:20]=[CH:19][CH:18]=[CH:17][C:16]=1[SH:21].C(=O)([O-])[O-].[Cs+].[Cs+].[OH-].[Na+], predict the reaction product. (6) Given the reactants [CH:1]1[CH:6]=[N+:5]([O-])[CH:4]=[C:3]([CH2:8][C:9]#[N:10])[CH:2]=1.C[Si]([C:15]#[N:16])(C)C.CN(C)C(Cl)=O, predict the reaction product. The product is: [C:9]([CH2:8][C:3]1[C:4]([C:15]#[N:16])=[N:5][CH:6]=[CH:1][CH:2]=1)#[N:10]. (7) Given the reactants [CH2:1]([O:3][C:4](=[O:14])[C:5]1[C:10]([CH3:11])=[CH:9][CH:8]=[C:7]([F:12])[C:6]=1[I:13])[CH3:2].C1C(=O)N([Br:22])C(=O)C1.CC(N=NC(C#N)(C)C)(C#N)C, predict the reaction product. The product is: [CH2:1]([O:3][C:4](=[O:14])[C:5]1[C:10]([CH2:11][Br:22])=[CH:9][CH:8]=[C:7]([F:12])[C:6]=1[I:13])[CH3:2]. (8) Given the reactants [Br:1][C:2]1[CH:3]=[N:4][C:5]([NH2:8])=[N:6][CH:7]=1.C(O[CH2:13][CH3:14])(=O)C.[CH3:15][CH:16](O)C, predict the reaction product. The product is: [Br:1][C:2]1[CH:3]=[N:4][C:5]2[N:6]([C:13]([CH3:14])=[C:15]([CH3:16])[N:8]=2)[CH:7]=1.